From a dataset of Reaction yield outcomes from USPTO patents with 853,638 reactions. Predict the reaction yield, written as a fraction of the theoretical maximum amount of product (1.0 means a 100% yield; for example, 0.34 means a 34% yield). The reactants are N[C:2]1[CH:7]=[CH:6][C:5]([C:8]2[C:9]([NH2:24])=[N:10][C:11]([NH2:23])=[N:12][C:13]=2[CH2:14][O:15][CH2:16][C:17]2[CH:22]=[CH:21][CH:20]=[CH:19][CH:18]=2)=[CH:4][CH:3]=1.[OH:25]S(O)(=O)=O.NC1C=CC=CC=1.N([O-])=O.[Na+].C([O-])(O)=O.[Na+]. The catalyst is O.CO.C(OCC)(=O)C. The product is [NH2:23][C:11]1[N:10]=[C:9]([NH2:24])[C:8]([C:5]2[CH:6]=[CH:7][C:2]([OH:25])=[CH:3][CH:4]=2)=[C:13]([CH2:14][O:15][CH2:16][C:17]2[CH:22]=[CH:21][CH:20]=[CH:19][CH:18]=2)[N:12]=1. The yield is 0.920.